From a dataset of NCI-60 drug combinations with 297,098 pairs across 59 cell lines. Regression. Given two drug SMILES strings and cell line genomic features, predict the synergy score measuring deviation from expected non-interaction effect. (1) Drug 1: C1CC(=O)NC(=O)C1N2C(=O)C3=CC=CC=C3C2=O. Drug 2: B(C(CC(C)C)NC(=O)C(CC1=CC=CC=C1)NC(=O)C2=NC=CN=C2)(O)O. Cell line: SK-OV-3. Synergy scores: CSS=7.88, Synergy_ZIP=2.86, Synergy_Bliss=1.51, Synergy_Loewe=-41.6, Synergy_HSA=-3.20. (2) Drug 1: CC1=C2C(C(=O)C3(C(CC4C(C3C(C(C2(C)C)(CC1OC(=O)C(C(C5=CC=CC=C5)NC(=O)OC(C)(C)C)O)O)OC(=O)C6=CC=CC=C6)(CO4)OC(=O)C)O)C)O. Cell line: EKVX. Synergy scores: CSS=4.39, Synergy_ZIP=0.488, Synergy_Bliss=5.99, Synergy_Loewe=2.99, Synergy_HSA=3.07. Drug 2: CC1=C(N=C(N=C1N)C(CC(=O)N)NCC(C(=O)N)N)C(=O)NC(C(C2=CN=CN2)OC3C(C(C(C(O3)CO)O)O)OC4C(C(C(C(O4)CO)O)OC(=O)N)O)C(=O)NC(C)C(C(C)C(=O)NC(C(C)O)C(=O)NCCC5=NC(=CS5)C6=NC(=CS6)C(=O)NCCC[S+](C)C)O. (3) Drug 1: C1CCN(CC1)CCOC2=CC=C(C=C2)C(=O)C3=C(SC4=C3C=CC(=C4)O)C5=CC=C(C=C5)O. Drug 2: COC1=NC(=NC2=C1N=CN2C3C(C(C(O3)CO)O)O)N. Cell line: M14. Synergy scores: CSS=-6.80, Synergy_ZIP=3.21, Synergy_Bliss=2.00, Synergy_Loewe=-4.58, Synergy_HSA=-3.03.